Dataset: Catalyst prediction with 721,799 reactions and 888 catalyst types from USPTO. Task: Predict which catalyst facilitates the given reaction. Reactant: Br[C:2]1[C:11]([O:12][CH3:13])=[CH:10][C:5]2[N:6]=[C:7]([CH3:9])[O:8][C:4]=2[CH:3]=1.[CH2:14]([Sn](CCCC)(CCCC)CCCC)[CH:15]=[CH2:16]. Product: [CH2:16]([C:2]1[C:11]([O:12][CH3:13])=[CH:10][C:5]2[N:6]=[C:7]([CH3:9])[O:8][C:4]=2[CH:3]=1)[CH:15]=[CH2:14]. The catalyst class is: 109.